Dataset: Reaction yield outcomes from USPTO patents with 853,638 reactions. Task: Predict the reaction yield, written as a fraction of the theoretical maximum amount of product (1.0 means a 100% yield; for example, 0.34 means a 34% yield). (1) The reactants are [N-:1]=[N+:2]=[N-:3].[Na+].[O:5]1[CH2:9][CH2:8][CH:7]([CH2:10]OS(C)(=O)=O)[CH2:6]1. The catalyst is CN(C=O)C.O. The product is [N:1]([CH2:10][CH:7]1[CH2:8][CH2:9][O:5][CH2:6]1)=[N+:2]=[N-:3]. The yield is 0.616. (2) The reactants are C([O-])([O-])=O.[K+].[K+].[OH:7][C:8]1[CH:17]=[CH:16][C:15]([OH:18])=[CH:14][C:9]=1[C:10]([O:12][CH3:13])=[O:11].Br[CH2:20][C:21]1[CH:26]=[CH:25][CH:24]=[CH:23][CH:22]=1. The catalyst is CO.C(Cl)(Cl)Cl.CO.C(Cl)(Cl)Cl. The product is [CH2:20]([O:18][C:15]1[CH:16]=[CH:17][C:8]([OH:7])=[C:9]([CH:14]=1)[C:10]([O:12][CH3:13])=[O:11])[C:21]1[CH:26]=[CH:25][CH:24]=[CH:23][CH:22]=1. The yield is 0.690. (3) The reactants are [NH2:1][C:2]1[C:7]([S:8](Cl)(=[O:10])=[O:9])=[CH:6][C:5]([Br:12])=[CH:4][N:3]=1.[N:13]1[CH:18]=CC=C[CH:14]=1.CNC.C1COCC1. The catalyst is O1CCOCC1. The product is [NH2:1][C:2]1[C:7]([S:8]([N:13]([CH3:18])[CH3:14])(=[O:10])=[O:9])=[CH:6][C:5]([Br:12])=[CH:4][N:3]=1. The yield is 0.550.